Task: Predict the reactants needed to synthesize the given product.. Dataset: Full USPTO retrosynthesis dataset with 1.9M reactions from patents (1976-2016) Given the product [CH:29]1([CH2:28][O:27][C:26]2[C:21]3[N:22]([C:18]([C:16]([NH:15][C:11]4([CH3:14])[CH2:10][CH2:9][NH:8][CH2:13][CH2:12]4)=[O:17])=[C:19]([CH3:35])[N:20]=3)[CH:23]=[CH:24][CH:25]=2)[CH2:30][CH2:31][CH2:32][CH2:33][CH2:34]1, predict the reactants needed to synthesize it. The reactants are: C([N:8]1[CH2:13][CH2:12][C:11]([NH:15][C:16]([C:18]2[N:22]3[CH:23]=[CH:24][CH:25]=[C:26]([O:27][CH2:28][CH:29]4[CH2:34][CH2:33][CH2:32][CH2:31][CH2:30]4)[C:21]3=[N:20][C:19]=2[CH3:35])=[O:17])([CH3:14])[CH2:10][CH2:9]1)C1C=CC=CC=1.ClC(OC(Cl)C)=O.ClC(Cl)C.